From a dataset of Peptide-MHC class II binding affinity with 134,281 pairs from IEDB. Regression. Given a peptide amino acid sequence and an MHC pseudo amino acid sequence, predict their binding affinity value. This is MHC class II binding data. The MHC is DRB1_0101 with pseudo-sequence DRB1_0101. The peptide sequence is SDANTEYERLLSMLN. The binding affinity (normalized) is 0.951.